Dataset: NCI-60 drug combinations with 297,098 pairs across 59 cell lines. Task: Regression. Given two drug SMILES strings and cell line genomic features, predict the synergy score measuring deviation from expected non-interaction effect. (1) Drug 1: CN(C)N=NC1=C(NC=N1)C(=O)N. Drug 2: N.N.Cl[Pt+2]Cl. Cell line: HOP-92. Synergy scores: CSS=6.43, Synergy_ZIP=0.668, Synergy_Bliss=3.36, Synergy_Loewe=2.64, Synergy_HSA=3.62. (2) Drug 1: COC1=CC(=CC(=C1O)OC)C2C3C(COC3=O)C(C4=CC5=C(C=C24)OCO5)OC6C(C(C7C(O6)COC(O7)C8=CC=CS8)O)O. Drug 2: CN(C)N=NC1=C(NC=N1)C(=O)N. Cell line: SK-MEL-2. Synergy scores: CSS=43.9, Synergy_ZIP=1.53, Synergy_Bliss=0.938, Synergy_Loewe=-60.3, Synergy_HSA=-1.32. (3) Drug 1: CC12CCC3C(C1CCC2=O)CC(=C)C4=CC(=O)C=CC34C. Drug 2: CC1OCC2C(O1)C(C(C(O2)OC3C4COC(=O)C4C(C5=CC6=C(C=C35)OCO6)C7=CC(=C(C(=C7)OC)O)OC)O)O. Cell line: RXF 393. Synergy scores: CSS=67.0, Synergy_ZIP=4.52, Synergy_Bliss=5.65, Synergy_Loewe=7.46, Synergy_HSA=7.84. (4) Drug 1: C1CC(=O)NC(=O)C1N2CC3=C(C2=O)C=CC=C3N. Drug 2: C1CCC(C(C1)N)N.C(=O)(C(=O)[O-])[O-].[Pt+4]. Cell line: NCI/ADR-RES. Synergy scores: CSS=16.6, Synergy_ZIP=-0.495, Synergy_Bliss=-4.15, Synergy_Loewe=-28.9, Synergy_HSA=-0.441. (5) Drug 1: CC1OCC2C(O1)C(C(C(O2)OC3C4COC(=O)C4C(C5=CC6=C(C=C35)OCO6)C7=CC(=C(C(=C7)OC)O)OC)O)O. Synergy scores: CSS=68.8, Synergy_ZIP=3.47, Synergy_Bliss=3.41, Synergy_Loewe=8.68, Synergy_HSA=10.8. Cell line: K-562. Drug 2: C1=C(C(=O)NC(=O)N1)F.